This data is from Reaction yield outcomes from USPTO patents with 853,638 reactions. The task is: Predict the reaction yield, written as a fraction of the theoretical maximum amount of product (1.0 means a 100% yield; for example, 0.34 means a 34% yield). (1) The reactants are [F:8][C:7]([F:10])([F:9])[C:6](O[C:6](=[O:11])[C:7]([F:10])([F:9])[F:8])=[O:11].[NH2:14][C:15]1[N:19]([C:20]2[CH:25]=[CH:24][CH:23]=[C:22]([Br:26])[CH:21]=2)[N:18]=[C:17]([C:27]([O:29][CH2:30][CH3:31])=[O:28])[C:16]=1[CH:32]=[O:33].C(N(CC)CC)C. The catalyst is ClCCl. The product is [Br:26][C:22]1[CH:21]=[C:20]([N:19]2[C:15]([NH:14][C:6](=[O:11])[C:7]([F:8])([F:9])[F:10])=[C:16]([CH:32]=[O:33])[C:17]([C:27]([O:29][CH2:30][CH3:31])=[O:28])=[N:18]2)[CH:25]=[CH:24][CH:23]=1. The yield is 0.550. (2) The reactants are [Cl:1][C:2]1[C:3](=[O:29])[N:4]([CH2:19][C:20]2[CH:28]=[CH:27][C:23]([C:24](O)=[O:25])=[CH:22][CH:21]=2)[C:5]([CH3:18])=[CH:6][C:7]=1[O:8][CH2:9][C:10]1[CH:15]=[CH:14][C:13]([F:16])=[CH:12][C:11]=1[F:17].ON1C2C=CC=CC=2N=N1.CN1CCOCC1.Cl.[NH2:48][CH2:49][C:50]([CH3:53])([OH:52])[CH3:51].Cl.CN(C)CCCN=C=NCC. The catalyst is CN(C)C=O.O. The product is [Cl:1][C:2]1[C:3](=[O:29])[N:4]([CH2:19][C:20]2[CH:28]=[CH:27][C:23]([C:24]([NH:48][CH2:49][C:50]([OH:52])([CH3:53])[CH3:51])=[O:25])=[CH:22][CH:21]=2)[C:5]([CH3:18])=[CH:6][C:7]=1[O:8][CH2:9][C:10]1[CH:15]=[CH:14][C:13]([F:16])=[CH:12][C:11]=1[F:17]. The yield is 0.890. (3) The reactants are C([O:4][P:5]([CH2:11][O:12][CH2:13][C:14]([CH2:37][CH3:38])=[CH:15][CH2:16][C:17]1[C:18]([O:30]CC[Si](C)(C)C)=[C:19]2[C:23](=[C:24]([CH3:28])[C:25]=1[O:26][CH3:27])[CH2:22][O:21][C:20]2=[O:29])(=[O:10])[O:6]C(C)C)(C)C.N1C(C)=CC=CC=1C.Br[Si](C)(C)C. The catalyst is C(#N)C. The product is [CH2:37]([C:14](=[CH:15][CH2:16][C:17]1[C:18]([OH:30])=[C:19]2[C:23](=[C:24]([CH3:28])[C:25]=1[O:26][CH3:27])[CH2:22][O:21][C:20]2=[O:29])[CH2:13][O:12][CH2:11][P:5](=[O:4])([OH:6])[OH:10])[CH3:38]. The yield is 0.700. (4) The reactants are [S:1]1[CH:5]=[CH:4][C:3]2[C:6](=O)[CH2:7][CH2:8][C:2]1=2.[Cl:10][C:11]1[CH:16]=[CH:15][C:14]([N:17]=[C:18]=S)=[CH:13][CH:12]=1.C[Si](C)(C)[Si](C)(C)C.[Li].O.[NH2:30][NH2:31]. The catalyst is C1COCC1.O.C(O)(=O)C. The product is [Cl:10][C:11]1[CH:16]=[CH:15][C:14]([NH:17][C:18]2[C:7]3[CH2:8][C:2]4[S:1][CH:5]=[CH:4][C:3]=4[C:6]=3[NH:31][N:30]=2)=[CH:13][CH:12]=1. The yield is 0.350. (5) The reactants are Br[C:2]1[CH:3]=[C:4]([C:8]2[S:9][C:10]([CH3:13])=[CH:11][CH:12]=2)[CH:5]=[CH:6][CH:7]=1.C([Li])CCC.C1CCCCC1.[CH2:25]([O:32][C:33]1[C:34]([CH2:44][CH:45]=[O:46])=[CH:35][C:36]([Cl:43])=[C:37]2[C:42]=1[N:41]=[CH:40][CH:39]=[CH:38]2)[C:26]1[CH:31]=[CH:30][CH:29]=[CH:28][CH:27]=1. The catalyst is O1CCCC1. The product is [CH2:25]([O:32][C:33]1[C:34]([CH2:44][CH:45]([C:2]2[CH:7]=[CH:6][CH:5]=[C:4]([C:8]3[S:9][C:10]([CH3:13])=[CH:11][CH:12]=3)[CH:3]=2)[OH:46])=[CH:35][C:36]([Cl:43])=[C:37]2[C:42]=1[N:41]=[CH:40][CH:39]=[CH:38]2)[C:26]1[CH:31]=[CH:30][CH:29]=[CH:28][CH:27]=1. The yield is 0.460. (6) The reactants are [Br:1][C:2]1[CH:3]=[CH:4][C:5](I)=[N:6][CH:7]=1.C([Mg])(C)C.CN([CH:16]=[O:17])C. The catalyst is C1COCC1. The product is [Br:1][C:2]1[CH:3]=[CH:4][C:5]([CH:16]=[O:17])=[N:6][CH:7]=1. The yield is 0.900.